This data is from Forward reaction prediction with 1.9M reactions from USPTO patents (1976-2016). The task is: Predict the product of the given reaction. (1) Given the reactants [CH2:1]([O:3][C:4]([C:6]1[C:7]2[CH:15]=[N:14][NH:13][C:8]=2[N:9]=[C:10]([Cl:12])[CH:11]=1)=[O:5])[CH3:2].C(=O)([O-])O.[Na+].[I:21]I.S([O-])([O-])(=O)=S.[Na+].[Na+].Cl, predict the reaction product. The product is: [CH2:1]([O:3][C:4]([C:6]1[C:7]2[C:15]([I:21])=[N:14][NH:13][C:8]=2[N:9]=[C:10]([Cl:12])[CH:11]=1)=[O:5])[CH3:2]. (2) Given the reactants [O:1]=[C:2]1[NH:7][C:6](=[O:8])[CH:5]=[CH:4][N:3]1[C@@H:9]1[O:13][C@H:12]([CH2:14][O:15][P:16]([NH:25][C@@H:26]([CH3:33])[C:27]([O:29]C(C)C)=[O:28])([O:18]C2C=CC=CC=2)=[O:17])[C@@H:11]([OH:34])[C@@:10]1([C:36]#[CH:37])[OH:35], predict the reaction product. The product is: [O:1]=[C:2]1[NH:7][C:6](=[O:8])[CH:5]=[CH:4][N:3]1[C@@H:9]1[O:13][C@H:12]([CH2:14][O:15][P:16]([NH:25][C@@H:26]([CH3:33])[C:27]([OH:29])=[O:28])([OH:18])=[O:17])[C@@H:11]([OH:34])[C@@:10]1([C:36]#[CH:37])[OH:35]. (3) Given the reactants [Mg].[CH2:2]([O:4][C:5](=[O:47])/[CH:6]=[CH:7]/[C:8]1[O:9][C:10]([C:13]2[CH:18]=[CH:17][C:16]([C:19]([C:24]3[CH:29]=[CH:28][C:27]([CH2:30][CH2:31][CH:32]([O:37][Si:38]([C:41]([CH3:44])([CH3:43])[CH3:42])([CH3:40])[CH3:39])[C:33]([CH3:36])([CH3:35])[CH3:34])=[C:26]([CH3:45])[CH:25]=3)([CH2:22][CH3:23])[CH2:20][CH3:21])=[CH:15][C:14]=2[CH3:46])=[CH:11][CH:12]=1)C.C(OCC)(=O)C.S(=O)(=O)(O)[O-].[K+], predict the reaction product. The product is: [CH3:2][O:4][C:5](=[O:47])[CH2:6][CH2:7][C:8]1[O:9][C:10]([C:13]2[CH:18]=[CH:17][C:16]([C:19]([C:24]3[CH:29]=[CH:28][C:27]([CH2:30][CH2:31][CH:32]([O:37][Si:38]([C:41]([CH3:44])([CH3:43])[CH3:42])([CH3:40])[CH3:39])[C:33]([CH3:36])([CH3:35])[CH3:34])=[C:26]([CH3:45])[CH:25]=3)([CH2:22][CH3:23])[CH2:20][CH3:21])=[CH:15][C:14]=2[CH3:46])=[CH:11][CH:12]=1. (4) Given the reactants [CH3:1][C:2]1[N:3]=[C:4]([N:7]2[CH2:11][CH2:10][NH:9][C:8]2=[O:12])[S:5][CH:6]=1.[H-].[Na+].[Br:15][C:16]1[CH:21]=[CH:20][C:19]([O:22][CH2:23][CH2:24][CH2:25][CH2:26][CH2:27][CH2:28]Br)=[CH:18][CH:17]=1, predict the reaction product. The product is: [Br:15][C:16]1[CH:21]=[CH:20][C:19]([O:22][CH2:23][CH2:24][CH2:25][CH2:26][CH2:27][CH2:28][N:9]2[CH2:10][CH2:11][N:7]([C:4]3[S:5][CH:6]=[C:2]([CH3:1])[N:3]=3)[C:8]2=[O:12])=[CH:18][CH:17]=1. (5) Given the reactants [Br:1][C:2]1[CH:9]=[CH:8][C:5]([CH:6]=[O:7])=[C:4](F)[CH:3]=1.[NH:11]1[CH2:16][CH2:15][CH2:14][CH2:13][CH2:12]1.C(=O)([O-])[O-].[K+].[K+], predict the reaction product. The product is: [Br:1][C:2]1[CH:9]=[CH:8][C:5]([CH:6]=[O:7])=[C:4]([N:11]2[CH2:16][CH2:15][CH2:14][CH2:13][CH2:12]2)[CH:3]=1.